This data is from Full USPTO retrosynthesis dataset with 1.9M reactions from patents (1976-2016). The task is: Predict the reactants needed to synthesize the given product. (1) Given the product [NH2:19][CH:20]1[CH2:25][C@@H:24]([CH3:26])[O:23][C@@H:22]([C:27]2[CH:36]=[CH:35][C:30]([C:31]([O:33][CH3:34])=[O:32])=[CH:29][CH:28]=2)[CH2:21]1.[ClH:37].[NH2:19][CH:20]1[CH2:25][C@@H:24]([CH3:26])[O:23][C@@H:22]([C:27]2[CH:36]=[CH:35][C:30]([C:31]([O:33][CH3:34])=[O:32])=[CH:29][CH:28]=2)[CH2:21]1, predict the reactants needed to synthesize it. The reactants are: C[C@H]1O[C@@H](C2C=CC(C(OC)=O)=CC=2)CC(=O)C1.[NH2:19][CH:20]1[CH2:25][C@@H:24]([CH3:26])[O:23][C@@H:22]([C:27]2[CH:36]=[CH:35][C:30]([C:31]([O:33][CH3:34])=[O:32])=[CH:29][CH:28]=2)[CH2:21]1.[ClH:37]. (2) The reactants are: [CH2:1]([O:8][C:9]1[CH:10]=[CH:11][C:12]2[C:16](Br)=[C:15]([Br:18])[S:14](=[O:19])[C:13]=2[CH:20]=1)[C:2]1[CH:7]=[CH:6][CH:5]=[CH:4][CH:3]=1.[N:21]1([CH2:27][CH2:28][O:29][C:30]2[CH:35]=[CH:34][C:33]([OH:36])=[CH:32][CH:31]=2)[CH2:26][CH2:25][CH2:24][CH2:23][CH2:22]1.CC(C)([O-])C.[K+]. Given the product [CH2:1]([O:8][C:9]1[CH:10]=[CH:11][C:12]2[C:16]([O:36][C:33]3[CH:32]=[CH:31][C:30]([O:29][CH2:28][CH2:27][N:21]4[CH2:26][CH2:25][CH2:24][CH2:23][CH2:22]4)=[CH:35][CH:34]=3)=[C:15]([Br:18])[S:14](=[O:19])[C:13]=2[CH:20]=1)[C:2]1[CH:7]=[CH:6][CH:5]=[CH:4][CH:3]=1, predict the reactants needed to synthesize it.